Predict the reaction yield, written as a fraction of the theoretical maximum amount of product (1.0 means a 100% yield; for example, 0.34 means a 34% yield). From a dataset of Reaction yield outcomes from USPTO patents with 853,638 reactions. (1) The reactants are Cl.[Cl:2][C:3]1[C:11]2[C:6](=[CH:7][CH:8]=[C:9]([C:12]3[O:16][N:15]=[C:14]([C:17]4[C:18]([CH3:27])=[C:19]5[C:24](=[CH:25][CH:26]=4)[CH2:23][NH:22][CH2:21][CH2:20]5)[N:13]=3)[CH:10]=2)[N:5]([CH:28]([CH3:30])[CH3:29])[N:4]=1.C(N(C(C)C)CC)(C)C.[S:40](N)([NH2:43])(=[O:42])=[O:41]. The catalyst is O1CCOCC1. The product is [Cl:2][C:3]1[C:11]2[C:6](=[CH:7][CH:8]=[C:9]([C:12]3[O:16][N:15]=[C:14]([C:17]4[C:18]([CH3:27])=[C:19]5[C:24](=[CH:25][CH:26]=4)[CH2:23][N:22]([S:40]([NH2:43])(=[O:42])=[O:41])[CH2:21][CH2:20]5)[N:13]=3)[CH:10]=2)[N:5]([CH:28]([CH3:30])[CH3:29])[N:4]=1. The yield is 0.350. (2) The reactants are [Br:1][C:2]1[CH:7]=[CH:6][C:5]([S:8](Cl)(=[O:10])=[O:9])=[CH:4][CH:3]=1.[NH2:12][C@@H:13]([C:17]([O:19][CH3:20])=[O:18])[CH:14]([CH3:16])[CH3:15].CCN(C(C)C)C(C)C. The catalyst is ClCCl. The product is [CH3:20][O:19][C:17](=[O:18])[CH:13]([NH:12][S:8]([C:5]1[CH:6]=[CH:7][C:2]([Br:1])=[CH:3][CH:4]=1)(=[O:10])=[O:9])[CH:14]([CH3:16])[CH3:15]. The yield is 0.960. (3) The reactants are [F:1][C:2]1[C:3]([NH:27][C:28]2[CH:33]=[CH:32][C:31]([I:34])=[CH:30][C:29]=2[F:35])=[C:4]([C:9]([N:11]2[CH2:14][C:13]([CH2:16][N:17]([CH2:25][CH3:26])[C:18](=[O:24])[O:19][C:20]([CH3:23])([CH3:22])[CH3:21])(O)[CH2:12]2)=[O:10])[CH:5]=[CH:6][C:7]=1[F:8].CCN(S(F)(F)[F:42])CC. The catalyst is C(Cl)(Cl)Cl. The product is [F:1][C:2]1[C:3]([NH:27][C:28]2[CH:33]=[CH:32][C:31]([I:34])=[CH:30][C:29]=2[F:35])=[C:4]([C:9]([N:11]2[CH2:12][C:13]([CH2:16][N:17]([CH2:25][CH3:26])[C:18](=[O:24])[O:19][C:20]([CH3:23])([CH3:21])[CH3:22])([F:42])[CH2:14]2)=[O:10])[CH:5]=[CH:6][C:7]=1[F:8]. The yield is 0.700.